Dataset: Catalyst prediction with 721,799 reactions and 888 catalyst types from USPTO. Task: Predict which catalyst facilitates the given reaction. Reactant: Cl[CH2:2][C:3]1[CH:8]=[CH:7][C:6]([F:9])=[CH:5][C:4]=1[F:10].[B:11]1([B:11]2[O:15][C:14]([CH3:17])([CH3:16])[C:13]([CH3:19])([CH3:18])[O:12]2)[O:15][C:14]([CH3:17])([CH3:16])[C:13]([CH3:19])([CH3:18])[O:12]1.C([O-])(=O)C.[K+]. Product: [F:10][C:4]1[CH:5]=[C:6]([F:9])[CH:7]=[CH:8][C:3]=1[CH2:2][B:11]1[O:15][C:14]([CH3:17])([CH3:16])[C:13]([CH3:19])([CH3:18])[O:12]1. The catalyst class is: 75.